Predict the reaction yield, written as a fraction of the theoretical maximum amount of product (1.0 means a 100% yield; for example, 0.34 means a 34% yield). From a dataset of Reaction yield outcomes from USPTO patents with 853,638 reactions. The reactants are [OH-].[Li+:2].[Cl:3][C:4]1[CH:29]=[C:28]([Cl:30])[CH:27]=[CH:26][C:5]=1[C:6]([NH:8][C:9]1[CH:18]=[CH:17][C:16]([O:19][CH2:20][C:21]2[S:22][CH:23]=[CH:24][CH:25]=2)=[CH:15][C:10]=1[C:11]([O:13]C)=[O:12])=[O:7]. The catalyst is C1COCC1. The product is [Cl:3][C:4]1[CH:29]=[C:28]([Cl:30])[CH:27]=[CH:26][C:5]=1[C:6]([NH:8][C:9]1[CH:18]=[CH:17][C:16]([O:19][CH2:20][C:21]2[S:22][CH:23]=[CH:24][CH:25]=2)=[CH:15][C:10]=1[C:11]([O-:13])=[O:12])=[O:7].[Li+:2]. The yield is 0.940.